This data is from Forward reaction prediction with 1.9M reactions from USPTO patents (1976-2016). The task is: Predict the product of the given reaction. (1) The product is: [C:1]1([C:15]2[CH:20]=[CH:19][CH:18]=[CH:17][CH:16]=2)[CH:6]=[CH:5][C:4]([C:7]([O:12][CH2:13][CH3:14])([CH3:11])[C:8]([NH:28][CH2:27][C:26]2[CH:29]=[CH:30][C:23]([C:22]#[N:21])=[CH:24][CH:25]=2)=[O:10])=[CH:3][CH:2]=1. Given the reactants [C:1]1([C:15]2[CH:20]=[CH:19][CH:18]=[CH:17][CH:16]=2)[CH:6]=[CH:5][C:4]([C:7]([O:12][CH2:13][CH3:14])([CH3:11])[C:8]([OH:10])=O)=[CH:3][CH:2]=1.[NH2:21][CH2:22][C:23]1[CH:30]=[CH:29][C:26]([C:27]#[N:28])=[CH:25][CH:24]=1, predict the reaction product. (2) Given the reactants Cl[C:2]1[N:7]=[C:6]([C:8]([O:10][C:11]([CH3:14])([CH3:13])[CH3:12])=[O:9])[CH:5]=[N:4][CH:3]=1.[CH3:15][N:16]1[CH:20]=[CH:19][C:18](B2OC(C)(C)C(C)(C)O2)=[N:17]1.P([O-])([O-])([O-])=O.[K+].[K+].[K+].CN(C)C=O, predict the reaction product. The product is: [CH3:15][N:16]1[CH:20]=[CH:19][C:18]([C:2]2[N:7]=[C:6]([C:8]([O:10][C:11]([CH3:14])([CH3:13])[CH3:12])=[O:9])[CH:5]=[N:4][CH:3]=2)=[N:17]1. (3) The product is: [CH2:14]([O:16][CH2:17][CH2:18][N:8]1[CH:9]=[CH:10][CH:11]=[C:7]1[C:5](=[O:6])[C:4]([F:3])([F:12])[F:13])[CH3:15]. Given the reactants [H-].[Na+].[F:3][C:4]([F:13])([F:12])[C:5]([C:7]1[NH:8][CH:9]=[CH:10][CH:11]=1)=[O:6].[CH2:14]([O:16][CH2:17][CH2:18]Br)[CH3:15], predict the reaction product.